Task: Regression. Given a peptide amino acid sequence and an MHC pseudo amino acid sequence, predict their binding affinity value. This is MHC class II binding data.. Dataset: Peptide-MHC class II binding affinity with 134,281 pairs from IEDB (1) The peptide sequence is ADLGYGPATPAAPAA. The MHC is DRB1_1101 with pseudo-sequence DRB1_1101. The binding affinity (normalized) is 0.0441. (2) The peptide sequence is PFNASDSVGQQIKVI. The MHC is DRB5_0101 with pseudo-sequence DRB5_0101. The binding affinity (normalized) is 0.149. (3) The peptide sequence is KDKTDIHRLEPVKCD. The MHC is DRB1_1101 with pseudo-sequence DRB1_1101. The binding affinity (normalized) is 0.335.